Dataset: Forward reaction prediction with 1.9M reactions from USPTO patents (1976-2016). Task: Predict the product of the given reaction. (1) Given the reactants [Cl:1][C:2]1[C:11]2[C:6](=[CH:7][C:8]([O:12][CH3:13])=[CH:9][CH:10]=2)[C:5]([NH2:14])=[CH:4][N:3]=1.[C:15](Cl)(=[O:22])[C:16]1[CH:21]=[CH:20][CH:19]=[CH:18][CH:17]=1.O, predict the reaction product. The product is: [Cl:1][C:2]1[C:11]2[C:6](=[CH:7][C:8]([O:12][CH3:13])=[CH:9][CH:10]=2)[C:5]([NH:14][C:15](=[O:22])[C:16]2[CH:21]=[CH:20][CH:19]=[CH:18][CH:17]=2)=[CH:4][N:3]=1. (2) The product is: [CH3:5][C:6]1[CH:12]=[C:11]([CH3:13])[CH:10]=[CH:9][C:7]=1[NH:8][N+:1]([O-:4])=[O:2]. Given the reactants [N+:1]([O-:4])(O)=[O:2].[CH3:5][C:6]1[CH:12]=[C:11]([CH3:13])[CH:10]=[CH:9][C:7]=1[NH2:8].[OH-].[Na+], predict the reaction product. (3) The product is: [F:1][C:2]1[CH:3]=[C:4]([CH3:24])[C:5]([NH:8][CH2:9][C@@H:10]2[CH2:15][CH2:14][C@H:13]([CH3:16])[CH2:12][NH:11]2)=[N:6][CH:7]=1. Given the reactants [F:1][C:2]1[CH:3]=[C:4]([CH3:24])[C:5]([NH:8][CH2:9][C@@H:10]2[CH2:15][CH2:14][C@H:13]([CH3:16])[CH2:12][N:11]2C(OC(C)(C)C)=O)=[N:6][CH:7]=1.C(O)(C(F)(F)F)=O, predict the reaction product.